This data is from Reaction yield outcomes from USPTO patents with 853,638 reactions. The task is: Predict the reaction yield, written as a fraction of the theoretical maximum amount of product (1.0 means a 100% yield; for example, 0.34 means a 34% yield). The reactants are [Br:1][C:2]1[CH:7]=[CH:6][CH:5]=[CH:4][C:3]=1[NH:8][C:9](=[O:23])[NH:10][C:11]1[CH:16]=[CH:15][C:14]([CH2:17][C:18]([OH:20])=O)=[CH:13][C:12]=1[O:21][CH3:22].[NH2:24][C@@H:25]([CH3:44])[CH2:26][O:27][C:28]1[CH:43]=[CH:42][C:31]([C:32]([O:34][CH2:35][C:36]2[CH:41]=[CH:40][CH:39]=[CH:38][CH:37]=2)=[O:33])=[CH:30][CH:29]=1.CCN=C=NCCCN(C)C.Cl.C1C=CC2N(O)N=NC=2C=1. The catalyst is CN(C1C=CN=CC=1)C.CN(C=O)C.CCOC(C)=O. The product is [Br:1][C:2]1[CH:7]=[CH:6][CH:5]=[CH:4][C:3]=1[NH:8][C:9](=[O:23])[NH:10][C:11]1[CH:16]=[CH:15][C:14]([CH2:17][C:18]([NH:24][C@@H:25]([CH3:44])[CH2:26][O:27][C:28]2[CH:43]=[CH:42][C:31]([C:32]([O:34][CH2:35][C:36]3[CH:37]=[CH:38][CH:39]=[CH:40][CH:41]=3)=[O:33])=[CH:30][CH:29]=2)=[O:20])=[CH:13][C:12]=1[O:21][CH3:22]. The yield is 0.580.